From a dataset of Peptide-MHC class I binding affinity with 185,985 pairs from IEDB/IMGT. Regression. Given a peptide amino acid sequence and an MHC pseudo amino acid sequence, predict their binding affinity value. This is MHC class I binding data. The peptide sequence is GEIGIRNWL. The binding affinity (normalized) is 0.0847. The MHC is HLA-A02:12 with pseudo-sequence HLA-A02:12.